Predict which catalyst facilitates the given reaction. From a dataset of Catalyst prediction with 721,799 reactions and 888 catalyst types from USPTO. (1) Reactant: ClC1C=C([CH:8]2[C:13]([C:14](O)=[O:15])=[C:12]([CH2:17][O:18][CH2:19][CH2:20][CH:21]3[CH2:26][CH2:25][CH2:24][CH2:23][CH2:22]3)[NH:11][C:10]([C:27]3[CH:32]=[CH:31][CH:30]=[CH:29][CH:28]=3)=[N:9]2)C=CC=1.[CH2:33]([NH2:42])[CH:34]=[CH:35][C:36]1[CH:41]=[CH:40][CH:39]=[CH:38][CH:37]=1.CCN=C=NCCCN(C)C.[ClH:54].[CH:55]1[CH:56]=[CH:57][C:58]2N(O)N=N[C:59]=2[CH:60]=1. Product: [Cl:54][C:55]1[CH:60]=[C:59]([CH:8]2[C:13]([C:14](=[O:15])[NH:42][CH2:33][CH:34]=[CH:35][C:36]3[CH:41]=[CH:40][CH:39]=[CH:38][CH:37]=3)=[C:12]([CH2:17][O:18][CH2:19][CH2:20][CH:21]3[CH2:26][CH2:25][CH2:24][CH2:23][CH2:22]3)[NH:11][C:10]([C:27]3[CH:32]=[CH:31][CH:30]=[CH:29][CH:28]=3)=[N:9]2)[CH:58]=[CH:57][CH:56]=1. The catalyst class is: 4. (2) Reactant: [CH2:1]([NH2:4])[CH2:2][OH:3].[C:5]1([S:11](Cl)(=[O:13])=[O:12])[CH:10]=[CH:9][CH:8]=[CH:7][CH:6]=1.[OH-].[Na+]. Product: [OH:3][CH2:2][CH2:1][NH:4][S:11]([C:5]1[CH:10]=[CH:9][CH:8]=[CH:7][CH:6]=1)(=[O:13])=[O:12]. The catalyst class is: 6.